From a dataset of Forward reaction prediction with 1.9M reactions from USPTO patents (1976-2016). Predict the product of the given reaction. (1) Given the reactants [CH:1]1([C@H:5]([NH:7][C:8]2[N:16]=[C:15]([C:17]([O:19][CH3:20])=[O:18])[N:14]=[C:13]3[C:9]=2[N:10]([CH2:23][C:24]2[CH:29]=[CH:28][C:27]([C:30]([F:33])([F:32])[F:31])=[CH:26][CH:25]=2)[C:11]([NH:21][CH3:22])=[N:12]3)[CH3:6])[CH2:4][CH2:3][CH2:2]1.[C:34](Cl)(=[O:39])[CH2:35][CH:36]([CH3:38])[CH3:37], predict the reaction product. The product is: [CH:1]1([C@H:5]([NH:7][C:8]2[N:16]=[C:15]([C:17]([O:19][CH3:20])=[O:18])[N:14]=[C:13]3[C:9]=2[N:10]([CH2:23][C:24]2[CH:29]=[CH:28][C:27]([C:30]([F:32])([F:33])[F:31])=[CH:26][CH:25]=2)[C:11]([N:21]([CH3:22])[C:34](=[O:39])[CH2:35][CH:36]([CH3:38])[CH3:37])=[N:12]3)[CH3:6])[CH2:4][CH2:3][CH2:2]1. (2) Given the reactants [F:1][C:2]([F:21])([F:20])[O:3][C:4]1[CH:9]=[CH:8][C:7]([C:10]2[N:11]=[C:12]([C:15](OCC)=[O:16])[S:13][CH:14]=2)=[CH:6][CH:5]=1.O.[NH2:23][NH2:24], predict the reaction product. The product is: [F:1][C:2]([F:21])([F:20])[O:3][C:4]1[CH:9]=[CH:8][C:7]([C:10]2[N:11]=[C:12]([C:15]([NH:23][NH2:24])=[O:16])[S:13][CH:14]=2)=[CH:6][CH:5]=1. (3) The product is: [CH3:1][O:2][C:3](=[O:29])[C@H:4]([CH2:25][CH:26]([CH3:27])[CH3:28])[NH:5][C:6](=[O:24])[C:7]1[CH:12]=[CH:11][C:10]([NH:13][CH2:36][C:33]2[CH:34]=[CH:35][N:30]=[CH:31][CH:32]=2)=[CH:9][C:8]=1[C:14]1[C:23]2[C:18](=[CH:19][CH:20]=[CH:21][CH:22]=2)[CH:17]=[CH:16][CH:15]=1. Given the reactants [CH3:1][O:2][C:3](=[O:29])[C@H:4]([CH2:25][CH:26]([CH3:28])[CH3:27])[NH:5][C:6](=[O:24])[C:7]1[CH:12]=[CH:11][C:10]([NH2:13])=[CH:9][C:8]=1[C:14]1[C:23]2[C:18](=[CH:19][CH:20]=[CH:21][CH:22]=2)[CH:17]=[CH:16][CH:15]=1.[N:30]1[CH:35]=[CH:34][C:33]([CH:36]=O)=[CH:32][CH:31]=1, predict the reaction product. (4) Given the reactants C(Cl)Cl.[NH2:4][CH2:5][C:6]1[N:11]=[C:10]([N:12]([CH2:20][C:21]([O:23][C:24]([CH3:27])([CH3:26])[CH3:25])=[O:22])[C:13]([O:15][C:16]([CH3:19])([CH3:18])[CH3:17])=[O:14])[CH:9]=[CH:8][CH:7]=1.C(N(CC)CC)C.[N:35]1[CH:40]=[CH:39][CH:38]=[CH:37][C:36]=1[S:41](Cl)(=[O:43])=[O:42].S([O-])(O)(=O)=O.[K+], predict the reaction product. The product is: [C:16]([O:15][C:13]([N:12]([CH2:20][C:21]([O:23][C:24]([CH3:27])([CH3:26])[CH3:25])=[O:22])[C:10]1[CH:9]=[CH:8][CH:7]=[C:6]([CH2:5][NH:4][S:41]([C:36]2[CH:37]=[CH:38][CH:39]=[CH:40][N:35]=2)(=[O:43])=[O:42])[N:11]=1)=[O:14])([CH3:19])([CH3:18])[CH3:17]. (5) Given the reactants [F:1][C:2]1[CH:3]=[C:4]([C:8]2[C@:9]3([CH2:25][CH2:24][C@H:23]4[C@@H:14]([CH2:15][CH2:16][C:17]5[CH:18]=[C:19]([C:26]([OH:28])=O)[CH:20]=[CH:21][C:22]=54)[C@@H:11]3[CH2:12][CH:13]=2)[CH3:10])[CH:5]=[N:6][CH:7]=1.[NH2:29][CH2:30][C@@H:31]([OH:33])[CH3:32], predict the reaction product. The product is: [F:1][C:2]1[CH:3]=[C:4]([C:8]2[C@:9]3([CH2:25][CH2:24][C@H:23]4[C@@H:14]([CH2:15][CH2:16][C:17]5[CH:18]=[C:19]([C:26]([NH:29][CH2:30][C@@H:31]([OH:33])[CH3:32])=[O:28])[CH:20]=[CH:21][C:22]=54)[C@@H:11]3[CH2:12][CH:13]=2)[CH3:10])[CH:5]=[N:6][CH:7]=1. (6) Given the reactants [NH2:1][C@@H:2]([CH:45]1[CH2:50][CH2:49][CH2:48][CH2:47][CH2:46]1)[C:3]([NH:5][C@@H:6]([C:41]([CH3:44])([CH3:43])[CH3:42])[C:7]([N:9]1[C@H:20]([C:21]([NH:23][C@:24]2([C:29](=[O:40])[NH:30][S:31]([C:34]3([CH2:37][CH2:38][CH3:39])[CH2:36][CH2:35]3)(=[O:33])=[O:32])[CH2:26][C@H:25]2[CH:27]=[CH2:28])=[O:22])[CH2:19][C@:11]2([C:16]([CH3:18])([CH3:17])[C:12]32[CH2:15][CH2:14][CH2:13]3)[CH2:10]1)=[O:8])=[O:4].CN(C(ON1N=N[C:61]2[CH:62]=[CH:63][CH:64]=[N:65][C:60]1=2)=[N+](C)C)C.F[P-](F)(F)(F)(F)F.CCN(C(C)C)[CH:78]([CH3:80])[CH3:79].CN([CH:87]=[O:88])C, predict the reaction product. The product is: [CH:45]1([C@H:2]([NH:1][C:87]([C@@H:60]2[CH2:61][CH2:62][CH2:63][CH2:64][N:65]2[CH:78]([CH3:80])[CH3:79])=[O:88])[C:3]([NH:5][C@@H:6]([C:41]([CH3:42])([CH3:44])[CH3:43])[C:7]([N:9]2[C@H:20]([C:21]([NH:23][C@:24]3([C:29](=[O:40])[NH:30][S:31]([C:34]4([CH2:37][CH2:38][CH3:39])[CH2:36][CH2:35]4)(=[O:32])=[O:33])[CH2:26][C@H:25]3[CH:27]=[CH2:28])=[O:22])[CH2:19][C@:11]3([C:16]([CH3:18])([CH3:17])[C:12]43[CH2:13][CH2:14][CH2:15]4)[CH2:10]2)=[O:8])=[O:4])[CH2:50][CH2:49][CH2:48][CH2:47][CH2:46]1. (7) Given the reactants [OH:1][CH:2]1[C:7]2[NH:8][C:9]3[CH:10]=[CH:11][C:12]([CH3:15])=[CH:13][C:14]=3[C:6]=2[C:5](=[O:16])[N:4]([CH3:17])[CH2:3]1.[CH3:18][C:19]1[CH:24]=[CH:23][C:22]([CH:25]=[CH2:26])=[CH:21][N:20]=1.[OH-].[K+], predict the reaction product. The product is: [OH:1][CH:2]1[C:7]2[N:8]([CH2:26][CH2:25][C:22]3[CH:21]=[N:20][C:19]([CH3:18])=[CH:24][CH:23]=3)[C:9]3[CH:10]=[CH:11][C:12]([CH3:15])=[CH:13][C:14]=3[C:6]=2[C:5](=[O:16])[N:4]([CH3:17])[CH2:3]1.